This data is from Full USPTO retrosynthesis dataset with 1.9M reactions from patents (1976-2016). The task is: Predict the reactants needed to synthesize the given product. (1) Given the product [O:34]=[C:26]1[N:23]([NH:32][S:29]([CH3:28])(=[O:31])=[O:30])[C:3](=[O:20])[C:4]2[C:5](=[CH:6][C:7]([C:15]([F:16])([F:17])[F:18])=[C:8]([CH:10]3[CH2:14][CH2:13][CH2:12][O:11]3)[CH:9]=2)[NH:19]1, predict the reactants needed to synthesize it. The reactants are: CO[C:3](=[O:20])[C:4]1[CH:9]=[C:8]([CH:10]2[CH2:14][CH2:13][CH2:12][O:11]2)[C:7]([C:15]([F:18])([F:17])[F:16])=[CH:6][C:5]=1[NH2:19].CC[N:23]([CH2:26]C)CC.[CH3:28][S:29]([NH:32]N)(=[O:31])=[O:30].[OH-:34].[Na+].Cl. (2) Given the product [CH3:12][C:9]1[N:8]=[N:7][C:6]([C:15]([F:18])([F:17])[F:16])=[CH:11][CH:10]=1, predict the reactants needed to synthesize it. The reactants are: [F-].[K+].N#N.I[C:6]1[N:7]=[N:8][C:9]([CH3:12])=[CH:10][CH:11]=1.C[Si](C)(C)[C:15]([F:18])([F:17])[F:16].N. (3) Given the product [Br:1][C:2]1[CH:7]=[C:6]2[NH:8][CH2:9][C:10]3([CH2:14][CH2:13][N:12]([CH3:15])[CH2:11]3)[C:5]2=[CH:4][CH:3]=1, predict the reactants needed to synthesize it. The reactants are: [Br:1][C:2]1[CH:7]=[C:6]2[NH:8][CH2:9][C@:10]3([CH2:14][CH2:13][N:12]([CH3:15])[CH2:11]3)[C:5]2=[CH:4][CH:3]=1.BrC1C=C2NC[C@@]3(CCN(C)C3)C2=CC=1. (4) Given the product [C:31]([O:30][C:28]([N:11]([CH2:12][CH2:13][CH2:14][CH2:15][CH2:16][O:17][C:18]1[CH:19]=[CH:20][C:21]([C:22]([O:24][CH3:25])=[O:23])=[CH:26][CH:27]=1)[CH2:10][C:9]([OH:35])=[O:8])=[O:29])([CH3:34])([CH3:33])[CH3:32], predict the reactants needed to synthesize it. The reactants are: C([O:8][C:9](=[O:35])[CH2:10][N:11]([C:28]([O:30][C:31]([CH3:34])([CH3:33])[CH3:32])=[O:29])[CH2:12][CH2:13][CH2:14][CH2:15][CH2:16][O:17][C:18]1[CH:27]=[CH:26][C:21]([C:22]([O:24][CH3:25])=[O:23])=[CH:20][CH:19]=1)C1C=CC=CC=1. (5) Given the product [Br:1][C:2]1[CH:3]=[C:4]([O:10][CH2:11][C@@H:12]2[CH2:17][CH2:16][CH2:15][N:14]([C:18]([O:20][C:21]([CH3:24])([CH3:23])[CH3:22])=[O:19])[CH2:13]2)[C:5]([C:26]#[N:27])=[N:6][C:7]=1[Cl:8], predict the reactants needed to synthesize it. The reactants are: [Br:1][C:2]1[CH:3]=[C:4]([O:10][CH2:11][C@@H:12]2[CH2:17][CH2:16][CH2:15][N:14]([C:18]([O:20][C:21]([CH3:24])([CH3:23])[CH3:22])=[O:19])[CH2:13]2)[C:5](I)=[N:6][C:7]=1[Cl:8].[Cu](C#N)[C:26]#[N:27]. (6) Given the product [CH3:16][CH:13]1[CH2:14][C:15]2[N:7]([CH2:6][O:5][CH2:4][CH2:3][Si:2]([CH3:1])([CH3:32])[CH3:33])[N:8]=[C:9]([C:29]([OH:31])=[O:30])[C:10]=2[CH2:11][CH2:12]1, predict the reactants needed to synthesize it. The reactants are: [CH3:1][Si:2]([CH3:33])([CH3:32])[CH2:3][CH2:4][O:5][CH2:6][N:7]1[C:15]2[CH2:14][CH:13]([C:16]3C=NN(COCC[Si](C)(C)C)C=3)[CH2:12][CH2:11][C:10]=2[C:9]([C:29]([OH:31])=[O:30])=[N:8]1.CC1CCC(=O)CC1. (7) Given the product [CH2:58]([N:65]1[CH2:70][CH2:69][N:68]([C:22]([C:21]2[CH:25]=[CH:26][C:18]([C:15]3[CH:16]=[CH:17][C:12]4[N:13]([C:9]([C:6]5[CH:5]=[CH:4][C:3]([C:1]#[N:2])=[CH:8][CH:7]=5)=[CH:10][N:11]=4)[CH:14]=3)=[CH:19][CH:20]=2)=[O:24])[CH2:67][CH2:66]1)[C:59]1[CH:60]=[CH:61][CH:62]=[CH:63][CH:64]=1, predict the reactants needed to synthesize it. The reactants are: [C:1]([C:3]1[CH:8]=[CH:7][C:6]([C:9]2[N:13]3[CH:14]=[C:15]([C:18]4[CH:26]=[CH:25][C:21]([C:22]([OH:24])=O)=[CH:20][CH:19]=4)[CH:16]=[CH:17][C:12]3=[N:11][CH:10]=2)=[CH:5][CH:4]=1)#[N:2].CN(C(ON1N=NC2C=CC=NC1=2)=[N+](C)C)C.F[P-](F)(F)(F)(F)F.CN1CCOCC1.[CH2:58]([N:65]1[CH2:70][CH2:69][NH:68][CH2:67][CH2:66]1)[C:59]1[CH:64]=[CH:63][CH:62]=[CH:61][CH:60]=1. (8) Given the product [CH2:1]([NH:8][CH2:15][C:14]1[CH:17]=[CH:18][C:11]([N:10]([CH3:19])[CH3:9])=[CH:12][CH:13]=1)[C:2]1[CH:7]=[CH:6][CH:5]=[CH:4][CH:3]=1, predict the reactants needed to synthesize it. The reactants are: [CH2:1]([NH2:8])[C:2]1[CH:7]=[CH:6][CH:5]=[CH:4][CH:3]=1.[CH3:9][N:10]([CH3:19])[C:11]1[CH:18]=[CH:17][C:14]([CH:15]=O)=[CH:13][CH:12]=1.[BH3-]C#N.[Na+].